From a dataset of Experimentally validated miRNA-target interactions with 360,000+ pairs, plus equal number of negative samples. Binary Classification. Given a miRNA mature sequence and a target amino acid sequence, predict their likelihood of interaction. (1) The protein sequence of the target gene is MTYAYLFKYIIIGDTGVGKSCLLLQFTDKRFQPVHDLTIGVEFGARMVNIDGKQIKLQIWDTAGQESFRSITRSYYRGAAGALLVYDITRRETFNHLTSWLEDARQHSSSNMVIMLIGNKSDLESRRDVKREEGEAFAREHGLIFMETSAKTACNVEEAYINTAKEIYRKIQQGLFDVHNEANGIKIGPQQSITSSVGPCSPQQNVSDIGPDSGCC. Result: 0 (no interaction). The miRNA is hsa-miR-31-3p with sequence UGCUAUGCCAACAUAUUGCCAU. (2) Result: 0 (no interaction). The miRNA is hsa-miR-6862-5p with sequence CGGGCAUGCUGGGAGAGACUUU. The protein sequence of the target gene is MSSDEKGISPAHKTSTPTHRSASSSTSSQRESRQSIHVLERTASSSTEPSVSRQLLEPEPIPLSKEADSWEIIEGLKIGQTNVQKPDRHEGFMLKKRKWPLKGWHKRFFVLDNGMLKYSKAPLDIQKGKVHGSIDVGLSVMSIKKKARRIDLDTEEHIYHLKVKSQDWFDAWVSKLRHHRLYRQNEIVRSPRDASFHIFPATSTAESSPAANVSVVDGKMQPNSFPWQSPLPCSNSLPATCTTGQSKVAAWLQDSEEMDRCAEDLAHCQSNLVELSKLLQNLEILQRTQSAPNFTDMQAN....